Dataset: NCI-60 drug combinations with 297,098 pairs across 59 cell lines. Task: Regression. Given two drug SMILES strings and cell line genomic features, predict the synergy score measuring deviation from expected non-interaction effect. (1) Drug 1: C1=CC(=C2C(=C1NCCNCCO)C(=O)C3=C(C=CC(=C3C2=O)O)O)NCCNCCO. Drug 2: CC1CCC2CC(C(=CC=CC=CC(CC(C(=O)C(C(C(=CC(C(=O)CC(OC(=O)C3CCCCN3C(=O)C(=O)C1(O2)O)C(C)CC4CCC(C(C4)OC)O)C)C)O)OC)C)C)C)OC. Cell line: NCIH23. Synergy scores: CSS=62.3, Synergy_ZIP=-1.98, Synergy_Bliss=-0.0388, Synergy_Loewe=4.92, Synergy_HSA=6.34. (2) Drug 1: CCCCCOC(=O)NC1=NC(=O)N(C=C1F)C2C(C(C(O2)C)O)O. Drug 2: C1C(C(OC1N2C=NC3=C2NC=NCC3O)CO)O. Cell line: SK-MEL-5. Synergy scores: CSS=5.17, Synergy_ZIP=-2.54, Synergy_Bliss=-3.65, Synergy_Loewe=1.34, Synergy_HSA=-1.33. (3) Drug 1: CC1OCC2C(O1)C(C(C(O2)OC3C4COC(=O)C4C(C5=CC6=C(C=C35)OCO6)C7=CC(=C(C(=C7)OC)O)OC)O)O. Drug 2: CC1=C(C=C(C=C1)NC(=O)C2=CC=C(C=C2)CN3CCN(CC3)C)NC4=NC=CC(=N4)C5=CN=CC=C5. Cell line: U251. Synergy scores: CSS=47.7, Synergy_ZIP=0.102, Synergy_Bliss=0.463, Synergy_Loewe=-17.6, Synergy_HSA=1.58. (4) Drug 1: CC1=C(C(CCC1)(C)C)C=CC(=CC=CC(=CC(=O)O)C)C. Drug 2: COCCOC1=C(C=C2C(=C1)C(=NC=N2)NC3=CC=CC(=C3)C#C)OCCOC.Cl. Cell line: UACC62. Synergy scores: CSS=5.77, Synergy_ZIP=-0.350, Synergy_Bliss=1.60, Synergy_Loewe=4.77, Synergy_HSA=2.81. (5) Drug 1: C1CCC(CC1)NC(=O)N(CCCl)N=O. Drug 2: CCN(CC)CCCC(C)NC1=C2C=C(C=CC2=NC3=C1C=CC(=C3)Cl)OC. Cell line: NCI-H522. Synergy scores: CSS=38.0, Synergy_ZIP=1.94, Synergy_Bliss=13.6, Synergy_Loewe=14.4, Synergy_HSA=15.3. (6) Synergy scores: CSS=7.02, Synergy_ZIP=1.05, Synergy_Bliss=4.47, Synergy_Loewe=-0.748, Synergy_HSA=0.864. Cell line: SNB-75. Drug 2: CN1C(=O)N2C=NC(=C2N=N1)C(=O)N. Drug 1: C1=CC(=CC=C1CC(C(=O)O)N)N(CCCl)CCCl.Cl.